Task: Regression. Given a peptide amino acid sequence and an MHC pseudo amino acid sequence, predict their binding affinity value. This is MHC class I binding data.. Dataset: Peptide-MHC class I binding affinity with 185,985 pairs from IEDB/IMGT (1) The peptide sequence is GLFCLLNRY. The MHC is HLA-A11:01 with pseudo-sequence HLA-A11:01. The binding affinity (normalized) is 0.335. (2) The peptide sequence is RPRPRTPEW. The binding affinity (normalized) is 0.213. The MHC is HLA-A01:01 with pseudo-sequence HLA-A01:01. (3) The peptide sequence is GLRWHVRAF. The MHC is HLA-B58:01 with pseudo-sequence HLA-B58:01. The binding affinity (normalized) is 0.0847. (4) The peptide sequence is AVTALTIAY. The MHC is HLA-B35:01 with pseudo-sequence HLA-B35:01. The binding affinity (normalized) is 0.898. (5) The peptide sequence is IPSTVKTNL. The MHC is HLA-B35:01 with pseudo-sequence HLA-B35:01. The binding affinity (normalized) is 0.730. (6) The peptide sequence is YSDIFNNVL. The MHC is HLA-A11:01 with pseudo-sequence HLA-A11:01. The binding affinity (normalized) is 0.0847. (7) The peptide sequence is VLDVGGTGK. The MHC is HLA-A30:01 with pseudo-sequence HLA-A30:01. The binding affinity (normalized) is 0.0847.